Dataset: Full USPTO retrosynthesis dataset with 1.9M reactions from patents (1976-2016). Task: Predict the reactants needed to synthesize the given product. (1) Given the product [F:1][CH:2]([F:29])[C:3]1[CH:8]=[CH:7][CH:6]=[CH:5][C:4]=1[C:9]1[N:14]=[CH:13][N:12]=[C:11]([N:15]2[CH2:20][CH2:19][CH:18]([NH:21][C:22](=[O:28])[O:23][CH2:24][CH2:25][O:33][CH3:32])[CH2:17][CH2:16]2)[CH:10]=1, predict the reactants needed to synthesize it. The reactants are: [F:1][CH:2]([F:29])[C:3]1[CH:8]=[CH:7][CH:6]=[CH:5][C:4]=1[C:9]1[N:14]=[CH:13][N:12]=[C:11]([N:15]2[CH2:20][CH2:19][CH:18]([NH:21][C:22](=[O:28])[O:23][C:24](C)(C)[CH3:25])[CH2:17][CH2:16]2)[CH:10]=1.FC(F)(F)[C:32](O)=[O:33].C([O-])(O)=O.[Na+].C(N(CC)CC)C.ClC(OCCOC)=O. (2) Given the product [ClH:19].[CH3:20][CH:21]1[CH2:25][CH2:24][CH:23]([CH3:26])[N:22]1[C:13]1[CH:12]=[CH:11][C:10]2[CH2:9][NH:8][CH2:17][CH:16]([CH3:18])[C:15]=2[N:14]=1, predict the reactants needed to synthesize it. The reactants are: C([N:8]1[CH2:17][CH:16]([CH3:18])[C:15]2[N:14]=[C:13]([Cl:19])[CH:12]=[CH:11][C:10]=2[CH2:9]1)C1C=CC=CC=1.[CH3:20][CH:21]1[CH2:25][CH2:24][CH:23]([CH3:26])[NH:22]1. (3) Given the product [Br:3][C:4]1[C:9]([O:18][CH2:17][CH:14]2[CH2:16][CH2:15]2)=[N:8][CH:7]=[C:6]([CH:5]=1)[C:11]([OH:13])=[O:12], predict the reactants needed to synthesize it. The reactants are: [OH-].[K+].[Br:3][C:4]1[CH:5]=[C:6]([C:11]([OH:13])=[O:12])[CH:7]=[N:8][C:9]=1Cl.[CH:14]1([CH2:17][OH:18])[CH2:16][CH2:15]1.C(O)(=O)CC(CC(O)=O)(C(O)=O)O. (4) Given the product [CH3:39][C:25]([CH3:24])(/[C:31](=[N:21]\[O:20][CH2:19][C:18]1[CH:17]=[CH:16][C:15]([O:14][CH2:13][C:3]2[N:4]=[C:5]([C:7]3[CH:8]=[CH:9][CH:10]=[CH:11][CH:12]=3)[O:6][C:2]=2[CH3:1])=[CH:23][CH:22]=1)/[C:32]1[CH:33]=[CH:34][CH:35]=[CH:36][CH:37]=1)[C:26]([O:28][CH2:29][CH3:30])=[O:27], predict the reactants needed to synthesize it. The reactants are: [CH3:1][C:2]1[O:6][C:5]([C:7]2[CH:12]=[CH:11][CH:10]=[CH:9][CH:8]=2)=[N:4][C:3]=1[CH2:13][O:14][C:15]1[CH:23]=[CH:22][C:18]([CH2:19][O:20][NH2:21])=[CH:17][CH:16]=1.[CH3:24][C:25]([CH3:39])([C:31](=O)[C:32]1[CH:37]=[CH:36][CH:35]=[CH:34][CH:33]=1)[C:26]([O:28][CH2:29][CH3:30])=[O:27].C(O)(=O)C.C([O-])(=O)C.[Na+].